This data is from Full USPTO retrosynthesis dataset with 1.9M reactions from patents (1976-2016). The task is: Predict the reactants needed to synthesize the given product. (1) Given the product [Cl:1][C:10]1[CH:11]=[CH:12][C:7]2[N:8]([C:4]([CH2:3][NH:29][C:26]3[N:27]=[N:28][C:23]([O:22][CH3:21])=[CH:24][CH:25]=3)=[C:5]([C:14]3[CH:19]=[CH:18][CH:17]=[CH:16][CH:15]=3)[N:6]=2)[CH:9]=1, predict the reactants needed to synthesize it. The reactants are: [ClH:1].Cl[CH2:3][C:4]1[N:8]2[CH:9]=[C:10](F)[CH:11]=[CH:12][C:7]2=[N:6][C:5]=1[C:14]1[CH:19]=[CH:18][C:17](F)=[CH:16][CH:15]=1.[CH3:21][O:22][C:23]1[N:28]=[N:27][C:26]([NH2:29])=[CH:25][CH:24]=1. (2) Given the product [CH3:22][C:21]([CH3:24])([CH3:23])[CH2:20][CH2:19][CH2:18][NH:17][C:15]([C:3]1[C:4]([CH3:14])=[N:5][C:6]([N:8]2[CH2:13][CH2:12][O:11][CH2:10][CH2:9]2)=[CH:7][C:2]=1[N:29]1[CH2:30][CH2:31][C@@H:27]([F:26])[CH2:28]1)=[O:16], predict the reactants needed to synthesize it. The reactants are: Cl[C:2]1[CH:7]=[C:6]([N:8]2[CH2:13][CH2:12][O:11][CH2:10][CH2:9]2)[N:5]=[C:4]([CH3:14])[C:3]=1[C:15]([NH:17][CH2:18][CH2:19][CH2:20][C:21]([CH3:24])([CH3:23])[CH3:22])=[O:16].Cl.[F:26][C@@H:27]1[CH2:31][CH2:30][NH:29][CH2:28]1.C(N(C(C)C)CC)(C)C.